From a dataset of Reaction yield outcomes from USPTO patents with 853,638 reactions. Predict the reaction yield, written as a fraction of the theoretical maximum amount of product (1.0 means a 100% yield; for example, 0.34 means a 34% yield). (1) The reactants are [C:1]([O:4][CH2:5][C:6]([CH3:36])([CH3:35])[CH2:7][N:8]1[C:14]2[CH:15]=[CH:16][C:17]([Cl:19])=[CH:18][C:13]=2[C@@H:12]([C:20]2[CH:25]=[CH:24][CH:23]=[C:22]([O:26][CH3:27])[C:21]=2[O:28][CH3:29])[O:11][C@H:10]([CH2:30][C:31](O)=[O:32])[C:9]1=[O:34])(=[O:3])[CH3:2].C([N:39]([CH2:42][CH3:43])CC)C.Cl[C:45](OCC(C)C)=[O:46].Cl.N[C:54]1[CH:55]=[C:56]([CH2:62][C:63]([O:65][CH3:66])=[O:64])[CH:57]=[CH:58][C:59]=1OC.N1C=CC=CC=1.Cl. The catalyst is CN(C)C=O.C(OCC)(=O)C.O. The product is [C:1]([O:4][CH2:5][C:6]([CH3:36])([CH3:35])[CH2:7][N:8]1[C:14]2[CH:15]=[CH:16][C:17]([Cl:19])=[CH:18][C:13]=2[C@@H:12]([C:20]2[CH:25]=[CH:24][CH:23]=[C:22]([O:26][CH3:27])[C:21]=2[O:28][CH3:29])[O:11][C@H:10]([CH2:30][C:31]([NH:39][C:42]2[CH:43]=[C:58]([CH2:57][CH2:56][CH2:62][C:63]([O:65][CH3:66])=[O:64])[CH:59]=[CH:54][C:55]=2[O:46][CH3:45])=[O:32])[C:9]1=[O:34])(=[O:3])[CH3:2]. The yield is 0.630. (2) The reactants are Cl[C:2]1[N:3]([C@@H:15]2[O:21][C@H:20]([CH2:22][O:23]C(=O)C)[C@@H:18]([OH:19])[C@H:16]2[OH:17])[C:4]2[C:9]([C:10]=1[CH:11]=[O:12])=[CH:8][C:7]([Cl:13])=[C:6]([Cl:14])[CH:5]=2.[CH3:27][O-:28].[Na+].CO.C(Cl)(Cl)Cl.CO.O. The catalyst is CO. The product is [Cl:13][C:7]1[CH:8]=[C:9]2[C:4](=[CH:5][C:6]=1[Cl:14])[N:3]([C@@H:15]1[O:21][C@H:20]([CH2:22][OH:23])[C@@H:18]([OH:19])[C@H:16]1[OH:17])[C:2]([O:28][CH3:27])=[C:10]2[CH:11]=[O:12]. The yield is 0.420. (3) The reactants are [CH3:1][N:2]1[C:8]2[CH:9]=[C:10]([NH2:13])[CH:11]=[CH:12][C:7]=2[CH2:6][NH:5][CH2:4][CH2:3]1.[Cl:14][C:15]1[C:16]([NH:25][C:26]2[C:31]([Cl:32])=[CH:30][N:29]=[C:28](Cl)[N:27]=2)=[C:17]([CH:22]=[CH:23][CH:24]=1)[C:18]([NH:20][CH3:21])=[O:19].Cl.C(=O)([O-])[O-]. The yield is 0.0200. The catalyst is COCCO.O1CCOCC1. The product is [Cl:14][C:15]1[C:16]([NH:25][C:26]2[C:31]([Cl:32])=[CH:30][N:29]=[C:28]([NH:13][C:10]3[CH:11]=[CH:12][C:7]4[CH2:6][NH:5][CH2:4][CH2:3][N:2]([CH3:1])[C:8]=4[CH:9]=3)[N:27]=2)=[C:17]([CH:22]=[CH:23][CH:24]=1)[C:18]([NH:20][CH3:21])=[O:19]. (4) The reactants are Cl.[C:2]12([CH2:12][CH2:13][NH:14][CH2:15][CH2:16][CH2:17][CH2:18][CH3:19])[CH2:11][CH:6]3[CH2:7][CH:8]([CH2:10][CH:4]([CH2:5]3)[CH2:3]1)[CH2:9]2.[C:20](Cl)(=[O:27])[CH2:21][O:22][CH2:23][C:24](Cl)=[O:25].C(N(CC)CC)C.[CH3:36][OH:37]. The catalyst is ClCCl. The product is [C:2]12([CH2:12][CH2:13][N:14]([CH2:15][CH2:16][CH2:17][CH2:18][CH3:19])[C:20](=[O:27])[CH2:21][O:22][CH2:23][C:24]([O:37][CH3:36])=[O:25])[CH2:9][CH:8]3[CH2:7][CH:6]([CH2:5][CH:4]([CH2:10]3)[CH2:3]1)[CH2:11]2. The yield is 0.600. (5) The reactants are [NH:1]([C:3]1[N:4]=[C:5]2[CH:11]=[CH:10][N:9]([S:12]([C:15]3[CH:21]=[CH:20][C:18]([CH3:19])=[CH:17][CH:16]=3)(=[O:14])=[O:13])[C:6]2=[N:7][CH:8]=1)[NH2:2].[CH2:22]([CH:24]1[CH2:28][CH:27]([O:29][CH:30]2[CH2:35][CH2:34][O:33][CH2:32][CH2:31]2)[CH2:26][CH:25]1[C:36](O)=[O:37])[CH3:23].CN(C(ON1N=NC2C=CC=NC1=2)=[N+](C)C)C.F[P-](F)(F)(F)(F)F. The catalyst is C(Cl)Cl. The product is [CH2:22]([CH:24]1[CH2:28][CH:27]([O:29][CH:30]2[CH2:31][CH2:32][O:33][CH2:34][CH2:35]2)[CH2:26][CH:25]1[C:36]([NH:2][NH:1][C:3]1[N:4]=[C:5]2[CH:11]=[CH:10][N:9]([S:12]([C:15]3[CH:21]=[CH:20][C:18]([CH3:19])=[CH:17][CH:16]=3)(=[O:13])=[O:14])[C:6]2=[N:7][CH:8]=1)=[O:37])[CH3:23]. The yield is 0.740. (6) The reactants are [CH3:1][O:2][CH2:3][C:4](=[O:10])[CH2:5][C:6]([O:8][CH3:9])=[O:7].[H-].[Na+].Br[CH2:14][C:15]1[CH:20]=[CH:19][C:18]([C:21]2[C:22]([C:27]#[N:28])=[CH:23][CH:24]=[CH:25][CH:26]=2)=[CH:17][CH:16]=1. The catalyst is O1CCCC1. The product is [C:27]([C:22]1[CH:23]=[CH:24][CH:25]=[CH:26][C:21]=1[C:18]1[CH:17]=[CH:16][C:15]([CH2:14][CH:5]([C:4](=[O:10])[CH2:3][O:2][CH3:1])[C:6]([O:8][CH3:9])=[O:7])=[CH:20][CH:19]=1)#[N:28]. The yield is 0.980.